This data is from Forward reaction prediction with 1.9M reactions from USPTO patents (1976-2016). The task is: Predict the product of the given reaction. Given the reactants [CH3:1][N:2]1[C:10]2[C:5](=[CH:6][C:7]([CH3:11])=[CH:8][CH:9]=2)[C:4]([C:12]([N:14]2[CH2:19][CH2:18][N:17]([C:20]3[CH:28]=[CH:27][C:23]([C:24](O)=[O:25])=[CH:22][N:21]=3)[CH2:16][CH2:15]2)=[O:13])=[C:3]1[C:29]1[CH:34]=[CH:33][CH:32]=[CH:31][CH:30]=1.Cl.ON1C2C=CC=CC=2N=N1.[OH:46][CH2:47][CH2:48][NH2:49], predict the reaction product. The product is: [CH3:1][N:2]1[C:10]2[C:5](=[CH:6][C:7]([CH3:11])=[CH:8][CH:9]=2)[C:4]([C:12]([N:14]2[CH2:15][CH2:16][N:17]([C:20]3[CH:28]=[CH:27][C:23]([C:24]([NH:49][CH2:48][CH2:47][OH:46])=[O:25])=[CH:22][N:21]=3)[CH2:18][CH2:19]2)=[O:13])=[C:3]1[C:29]1[CH:30]=[CH:31][CH:32]=[CH:33][CH:34]=1.